This data is from Forward reaction prediction with 1.9M reactions from USPTO patents (1976-2016). The task is: Predict the product of the given reaction. Given the reactants [CH3:1][C:2]1[CH:7]=[C:6]([CH3:8])[N:5]=[C:4]([N:9]2[CH2:16][CH:15]3[CH:11]([CH2:12][NH:13][CH2:14]3)[CH2:10]2)[N:3]=1.CC(O)=O.[N:21]1[N:22]=[CH:23][N:24]([C:26]2[CH:34]=[CH:33][CH:32]=[CH:31][C:27]=2[C:28](O)=[O:29])[CH:25]=1, predict the reaction product. The product is: [N:21]1[N:22]=[CH:23][N:24]([C:26]2[CH:34]=[CH:33][CH:32]=[CH:31][C:27]=2[C:28]([N:13]2[CH2:14][CH:15]3[CH:11]([CH2:10][N:9]([C:4]4[N:5]=[C:6]([CH3:8])[CH:7]=[C:2]([CH3:1])[N:3]=4)[CH2:16]3)[CH2:12]2)=[O:29])[CH:25]=1.